Dataset: Full USPTO retrosynthesis dataset with 1.9M reactions from patents (1976-2016). Task: Predict the reactants needed to synthesize the given product. (1) Given the product [Cl:9][C:10]1[CH:11]=[C:12]2[C:16](=[CH:17][CH:18]=1)[NH:15][CH:14]=[C:13]2[CH2:19][CH2:20][NH:21][C:28](=[O:29])[C:27]1[CH:31]=[CH:32][C:24]([CH2:23][Cl:22])=[CH:25][CH:26]=1, predict the reactants needed to synthesize it. The reactants are: C(N(CC)CC)C.Cl.[Cl:9][C:10]1[CH:11]=[C:12]2[C:16](=[CH:17][CH:18]=1)[NH:15][CH:14]=[C:13]2[CH2:19][CH2:20][NH2:21].[Cl:22][CH2:23][C:24]1[CH:32]=[CH:31][C:27]([C:28](Cl)=[O:29])=[CH:26][CH:25]=1. (2) Given the product [CH3:3][N:4]([CH3:9])[CH:5]1[CH2:8][N:7]([C:11]2[C:16]([N+:17]([O-:19])=[O:18])=[CH:15][C:14]([NH:20][C:21]3[N:26]=[C:25]([C:27]4[CH:28]=[N:29][N:30]5[CH:35]=[CH:34][CH:33]=[CH:32][C:31]=45)[CH:24]=[CH:23][N:22]=3)=[C:13]([O:36][CH3:37])[CH:12]=2)[CH2:6]1, predict the reactants needed to synthesize it. The reactants are: Cl.Cl.[CH3:3][N:4]([CH3:9])[CH:5]1[CH2:8][NH:7][CH2:6]1.F[C:11]1[C:16]([N+:17]([O-:19])=[O:18])=[CH:15][C:14]([NH:20][C:21]2[N:26]=[C:25]([C:27]3[CH:28]=[N:29][N:30]4[CH:35]=[CH:34][CH:33]=[CH:32][C:31]=34)[CH:24]=[CH:23][N:22]=2)=[C:13]([O:36][CH3:37])[CH:12]=1.CCN(C(C)C)C(C)C. (3) Given the product [CH3:19][O:20][C:21]([C:23]1[CH:32]=[C:31]([OH:33])[C:30]2[C:25](=[C:26]([O:37][CH3:38])[CH:27]=[C:28]([NH2:34])[CH:29]=2)[N:24]=1)=[O:22], predict the reactants needed to synthesize it. The reactants are: COC(C1C=C(O)C2C(=C([N+]([O-])=O)C=CC=2)N=1)=O.[CH3:19][O:20][C:21]([C:23]1[CH:32]=[C:31]([OH:33])[C:30]2[C:25](=[C:26]([O:37][CH3:38])[CH:27]=[C:28]([N+:34]([O-])=O)[CH:29]=2)[N:24]=1)=[O:22]. (4) Given the product [CH3:21][O:22][C:23]([C:25]1[O:26][C:27]([C:4]2[CH:5]=[CH:6][CH:7]=[C:8]([N+:9]([O-:11])=[O:10])[C:3]=2[O:2][CH3:1])=[CH:28][CH:29]=1)=[O:24], predict the reactants needed to synthesize it. The reactants are: [CH3:1][O:2][C:3]1[C:8]([N+:9]([O-:11])=[O:10])=[CH:7][CH:6]=[CH:5][C:4]=1B1OC(C)(C)C(C)(C)O1.[CH3:21][O:22][C:23]([C:25]1[O:26][C:27](Br)=[CH:28][CH:29]=1)=[O:24].C(=O)([O-])[O-].[Na+].[Na+].